Dataset: hERG Central: cardiac toxicity at 1µM, 10µM, and general inhibition. Task: Predict hERG channel inhibition at various concentrations. (1) Results: hERG_inhib (hERG inhibition (general)): blocker. The compound is Cc1sc2ncnc(NCC(c3ccco3)N3CCCC3)c2c1C. (2) The compound is CSc1ccc(CN2CCN(c3ccccc3C)CC2)cc1.O=C(O)C(=O)O. Results: hERG_inhib (hERG inhibition (general)): blocker. (3) The compound is COc1ccc(Cn2nnnc2C(c2ccc3ncccc3c2)N2CCN(C3CCCCC3)CC2)cc1. Results: hERG_inhib (hERG inhibition (general)): blocker. (4) The molecule is CCN1CCN(c2nc3c(c(=O)[nH]c(=O)n3C)n2CCCc2ccccc2)CC1. Results: hERG_inhib (hERG inhibition (general)): blocker.